From a dataset of Forward reaction prediction with 1.9M reactions from USPTO patents (1976-2016). Predict the product of the given reaction. (1) Given the reactants [F:1][C:2]1[CH:10]=[C:9]([C:11]([O:13][CH3:14])=[O:12])[CH:8]=[C:7]2[C:3]=1[C:4]([I:15])=[N:5][NH:6]2.C([O-])([O-])=O.[Cs+].[Cs+].[Cl:22][C:23]1[CH:30]=[CH:29][CH:28]=[C:27]([C:31]([F:34])([F:33])[F:32])[C:24]=1[CH2:25]Br, predict the reaction product. The product is: [Cl:22][C:23]1[CH:30]=[CH:29][CH:28]=[C:27]([C:31]([F:32])([F:33])[F:34])[C:24]=1[CH2:25][N:6]1[C:7]2[C:3](=[C:2]([F:1])[CH:10]=[C:9]([C:11]([O:13][CH3:14])=[O:12])[CH:8]=2)[C:4]([I:15])=[N:5]1. (2) Given the reactants [CH3:1][CH:2]([CH3:22])[CH2:3][CH2:4][NH:5][C:6]([C:8]1[C:9]([C:14]2[CH:19]=[CH:18][CH:17]=[CH:16][C:15]=2[CH2:20][NH2:21])=[CH:10][CH:11]=[CH:12][CH:13]=1)=[O:7].[F:23][C:24]1[CH:25]=[C:26]([S:30](Cl)(=[O:32])=[O:31])[CH:27]=[CH:28][CH:29]=1.CC(C)CCNC(C1C(C2C=CC=CC=2C(S(C2C=CC=C(F)C=2)(=O)=O)N)=CC=CC=1)=O, predict the reaction product. The product is: [CH3:1][CH:2]([CH3:22])[CH2:3][CH2:4][NH:5][C:6]([C:8]1[C:9]([C:14]2[CH:19]=[CH:18][CH:17]=[CH:16][C:15]=2[CH2:20][NH:21][S:30]([C:26]2[CH:27]=[CH:28][CH:29]=[C:24]([F:23])[CH:25]=2)(=[O:32])=[O:31])=[CH:10][CH:11]=[CH:12][CH:13]=1)=[O:7]. (3) Given the reactants [C:1]([CH:4]([CH2:10][C:11]([O:13][CH2:14][CH3:15])=[O:12])[C:5]([O:7]CC)=O)(=O)[CH3:2].O.C1(C)C=CC(S(O)(=O)=O)=CC=1.[C:28]1([CH3:43])[CH:33]=[C:32]([CH3:34])[CH:31]=[C:30]([CH3:35])[C:29]=1[C:36]1[C:37]([CH3:42])=[N:38][NH:39][C:40]=1[NH2:41], predict the reaction product. The product is: [C:28]1([CH3:43])[CH:33]=[C:32]([CH3:34])[CH:31]=[C:30]([CH3:35])[C:29]=1[C:36]1[C:37]([CH3:42])=[N:38][N:39]2[C:5](=[O:7])[C:4]([CH2:10][C:11]([O:13][CH2:14][CH3:15])=[O:12])=[C:1]([CH3:2])[NH:41][C:40]=12. (4) Given the reactants [OH:1][CH2:2][CH2:3][O:4][CH2:5][CH2:6][NH:7][C:8](=[O:14])[O:9][C:10]([CH3:13])([CH3:12])[CH3:11].[H-].[Na+].I[CH2:18][CH2:19][CH2:20][CH2:21][CH2:22][CH3:23], predict the reaction product. The product is: [CH2:18]([O:1][CH2:2][CH2:3][O:4][CH2:5][CH2:6][NH:7][C:8](=[O:14])[O:9][C:10]([CH3:11])([CH3:13])[CH3:12])[CH2:19][CH2:20][CH2:21][CH2:22][CH3:23]. (5) Given the reactants C([O-])(O)=O.[Na+].C([O-])([O-])=O.[K+].[K+].[Cl:12][C:13]1[CH:14]=[CH:15][C:16]2[C:22](=O)[C:21](=[CH:24]N(C)C)[CH2:20][C:19](=[O:28])[NH:18][C:17]=2[CH:29]=1.[NH:30]([C:34]1[CH:42]=[CH:41][C:37]([C:38]([OH:40])=[O:39])=[CH:36][CH:35]=1)[C:31]([NH2:33])=[NH:32], predict the reaction product. The product is: [Cl:12][C:13]1[CH:14]=[CH:15][C:16]2[C:22]3[N:32]=[C:31]([NH:30][C:34]4[CH:42]=[CH:41][C:37]([C:38]([OH:40])=[O:39])=[CH:36][CH:35]=4)[N:33]=[CH:24][C:21]=3[CH2:20][C:19](=[O:28])[NH:18][C:17]=2[CH:29]=1. (6) Given the reactants C[O:2][C:3](=O)[CH:4]=[CH:5][CH:6]=[CH:7][CH2:8][S:9]([C:11]1[CH:16]=[CH:15][C:14]([O:17][CH3:18])=[CH:13][CH:12]=1)=[O:10].[NH2:20][OH:21].[OH-].[K+].CO, predict the reaction product. The product is: [OH:21][NH:20][C:3](=[O:2])[CH:4]=[CH:5][CH:6]=[CH:7][CH2:8][S:9]([C:11]1[CH:16]=[CH:15][C:14]([O:17][CH3:18])=[CH:13][CH:12]=1)=[O:10].